From a dataset of Full USPTO retrosynthesis dataset with 1.9M reactions from patents (1976-2016). Predict the reactants needed to synthesize the given product. (1) Given the product [C:42]([C:2]1[CH:3]=[C:4]2[C:9](=[CH:10][CH:11]=1)[CH:8]=[C:7]([O:12][C:13]1[CH:25]=[C:24]([N+:26]([O-:28])=[O:27])[CH:23]=[CH:22][C:14]=1[C:15]([O:17][C:18]([CH3:20])([CH3:21])[CH3:19])=[O:16])[CH:6]=[CH:5]2)#[N:43], predict the reactants needed to synthesize it. The reactants are: Br[C:2]1[CH:3]=[C:4]2[C:9](=[CH:10][CH:11]=1)[CH:8]=[C:7]([O:12][C:13]1[CH:25]=[C:24]([N+:26]([O-:28])=[O:27])[CH:23]=[CH:22][C:14]=1[C:15]([O:17][C:18]([CH3:21])([CH3:20])[CH3:19])=[O:16])[CH:6]=[CH:5]2.C1(C)C=CC=CC=1.C(OCC)(=O)C.[CH3:42][N:43](C)C=O. (2) Given the product [BrH:49].[BrH:49].[CH:1]1([N:7]([CH2:8][CH2:9][NH:10][CH2:21][CH2:22][C:23]2[C:31]3[S:30][C:29](=[O:32])[NH:28][C:27]=3[C:26]([OH:33])=[CH:25][CH:24]=2)[C:34](=[O:48])[CH2:35][CH2:36][NH:37][CH2:38][CH2:39][C:40]2[CH:45]=[CH:44][CH:43]=[C:42]([F:46])[C:41]=2[F:47])[CH2:2][CH2:3][CH2:4][CH2:5][CH2:6]1, predict the reactants needed to synthesize it. The reactants are: [CH:1]1([N:7]([C:34](=[O:48])[CH2:35][CH2:36][NH:37][CH2:38][CH2:39][C:40]2[CH:45]=[CH:44][CH:43]=[C:42]([F:46])[C:41]=2[F:47])[CH2:8][CH2:9][N:10]([CH2:21][CH2:22][C:23]2[C:31]3[S:30][C:29](=[O:32])[NH:28][C:27]=3[C:26]([OH:33])=[CH:25][CH:24]=2)C(=O)OCC2C=CC=CC=2)[CH2:6][CH2:5][CH2:4][CH2:3][CH2:2]1.[BrH:49].C(O)(=O)C.C1(C)C=CC=CC=1.